This data is from CYP2D6 inhibition data for predicting drug metabolism from PubChem BioAssay. The task is: Regression/Classification. Given a drug SMILES string, predict its absorption, distribution, metabolism, or excretion properties. Task type varies by dataset: regression for continuous measurements (e.g., permeability, clearance, half-life) or binary classification for categorical outcomes (e.g., BBB penetration, CYP inhibition). Dataset: cyp2d6_veith. (1) The result is 0 (non-inhibitor). The drug is CCc1cc(C(=O)NNC(=S)NCC2CCCO2)cs1. (2) The compound is CC(C)C[C@H](NC(=O)[C@@H]1O[C@H]1C(=O)O)C(=O)NCCCCN=C(N)N. The result is 0 (non-inhibitor).